From a dataset of Experimentally validated miRNA-target interactions with 360,000+ pairs, plus equal number of negative samples. Binary Classification. Given a miRNA mature sequence and a target amino acid sequence, predict their likelihood of interaction. (1) The miRNA is hsa-miR-503-5p with sequence UAGCAGCGGGAACAGUUCUGCAG. The protein sequence of the target gene is MNGTANPLLDREEHCLRLGESFEKRPRASFHTIRYDFKPASIDTSCEGELQVGKGDEVTITLPHIPGSTPPMTVFKGNKRPYQKDCVLIINHDTGEYVLEKLSSSIQVKKTRAEGSSKIQARMEQQPARPPQPSQPPPPPPPMPFRAPTKPPAGPKTSPLKDNPSPEPQLDDIKRELRAEVDIIEQMSSSSGSSSSDSESSSGSDDDSSSSAGEDNGPASPPQPSHQQPYNSRPAVANGTSRPQGSSQLMNTLRNDLQLSESGSDSDD. Result: 0 (no interaction). (2) The miRNA is hsa-miR-190a-5p with sequence UGAUAUGUUUGAUAUAUUAGGU. The protein sequence of the target gene is MSQLSSTLKRYTESSRYTDAPYAKPGYGTYTPSSYGANLAASFLEKEKLGFKPVSPTSFLPRPRTYGPSSILDCDRGRPLLRSDIIGSSKRSESQTRGNERPSGSGLNGGSGFSYGVSSNSLSYLPMNARDQGVTLSQKKSNSQSDLARDFSSLRTSDGYRTSEGFRIDPGNLGRSPMLARTRKELCALQGLYQAASRSEYLTDYLENYGRKGSAPQVLTQAPPPSRVPEVLSPTYRPSGRYTLWEKSKGQASGPSRSSSPGRDTMNSKSAQGLAGLRNLGNTCFMNSILQCLSNTRELR.... Result: 0 (no interaction).